This data is from Experimentally validated miRNA-target interactions with 360,000+ pairs, plus equal number of negative samples. The task is: Binary Classification. Given a miRNA mature sequence and a target amino acid sequence, predict their likelihood of interaction. (1) The miRNA is hsa-miR-6866-3p with sequence GAUCCCUUUAUCUGUCCUCUAG. The protein sequence of the target gene is MTTRGFSCLLLLIREIDLSAKRRI. Result: 1 (interaction). (2) The miRNA is hsa-miR-4488 with sequence AGGGGGCGGGCUCCGGCG. The protein sequence of the target gene is MTASPDYLVVLFGITAGATGAKLGSDEKELILLFWKVVDLANKKVGQLHEVLVRPDQLELTEDCKEETKIDVESLSSASQLDQALRQFNQSVSNELNIGVGTSFCLCTDGQLHVRQILHPEASKKNVLLPECFYSFFDLRKEFKKCCPGSPDIDKLDVATMTEYLNFEKSSSVSRYGASQVEDMGNIILAMISEPYNHRFSDPERVNYKFESGTCSKMELIDDNTVVRARGLPWQSSDQDIARFFKGLNIAKGGAALCLNAQGRRNGEALVRFVSEEHRDLALQRHKHHMGTRYIEVYKA.... Result: 0 (no interaction). (3) The miRNA is hsa-miR-1238-3p with sequence CUUCCUCGUCUGUCUGCCCC. The protein sequence of the target gene is MSLSHLYRDGEGRIDDDDDERENFEITDWDLQNEFNPNRQRHWQTKEEATYGVWAERDSDDERPSFGGKRARDYSAPVNFISAGLKKGAAEEAELEDSDDEEKPVKQDDFPKDFGPRKLKTGGNFKPSQKGFAGGTKSFMDFGSWERHTKGIGQKLLQKMGYVPGRGLGKNAQGIINPIEAKQRKGKGAVGAYGSERTTQSMQDFPVVDSEEEAEEEFQKELSQWRKDPSGSKKKPKYSYKTVEELKAKGRISKKLTAPQKELSQVKVIDMTGREQKVYYSYSQISHKHNVPDDGLPLQS.... Result: 1 (interaction). (4) The miRNA is mmu-miR-3070-2-3p with sequence UGGUGCUAUGGUCAGGGGUAGA. The protein sequence of the target gene is MASRGATRPNGPNTGNKICQFKLVLLGESAVGKSSLVLRFVKGQFHEFQESTIGAAFLTQTVCLDDTTVKFEIWDTAGQERYHSLAPMYYRGAQAAIVVYDITNEESFARAKNWVKELQRQASPNIVIALSGNKADLANKRAVDFQEAQSYADDNSLLFMETSAKTSMNVNEIFMAIAKKLPKNEPQNPGANSARGRGVDLTEPTQPTRNQCCSN. Result: 0 (no interaction).